Dataset: Catalyst prediction with 721,799 reactions and 888 catalyst types from USPTO. Task: Predict which catalyst facilitates the given reaction. (1) Reactant: Br[CH2:2][CH2:3][CH:4]=[CH2:5].[NH:6]1[CH2:10][CH2:9][CH2:8][CH2:7]1.C([O-])([O-])=O.[Cs+].[Cs+]. Product: [CH2:2]([N:6]1[CH2:10][CH2:9][CH2:8][CH2:7]1)[CH2:3][CH:4]=[CH2:5]. The catalyst class is: 3. (2) Product: [Br:14][C:9]1[CH:8]=[CH:7][C:6]2[C:11](=[CH:12][CH:3]=[CH:4][CH:5]=2)[C:10]=1[OH:13]. Reactant: CO[C:3]1[CH:12]=[C:11]2[C:6]([CH:7]=[CH:8][CH:9]=[C:10]2[OH:13])=[CH:5][CH:4]=1.[Br:14]N1C(=O)CCC1=O.O.C(OCC)(=O)C. The catalyst class is: 10.